From a dataset of Reaction yield outcomes from USPTO patents with 853,638 reactions. Predict the reaction yield, written as a fraction of the theoretical maximum amount of product (1.0 means a 100% yield; for example, 0.34 means a 34% yield). (1) The reactants are [Br-].[C:2]1([S+:8]([C:15]2[CH:20]=[CH:19][CH:18]=[CH:17][CH:16]=2)[C:9]2[CH:14]=[CH:13][CH:12]=[CH:11][CH:10]=2)[CH:7]=[CH:6][CH:5]=[CH:4][CH:3]=1.[C:21]1([OH:27])[CH:26]=[CH:25][CH:24]=[CH:23][CH:22]=1. The catalyst is CO.[Ag]=O. The product is [C:21]1([O-:27])[CH:26]=[CH:25][CH:24]=[CH:23][CH:22]=1.[C:15]1([S+:8]([C:2]2[CH:3]=[CH:4][CH:5]=[CH:6][CH:7]=2)[C:9]2[CH:14]=[CH:13][CH:12]=[CH:11][CH:10]=2)[CH:16]=[CH:17][CH:18]=[CH:19][CH:20]=1. The yield is 0.990. (2) The reactants are [CH3:1][C:2]1[N:3]=[C:4]([NH:7][C:8]2[CH:13]=[C:12]([O:14][C:15]3[CH:23]=[CH:22][CH:21]=[CH:20][C:16]=3[C:17]([OH:19])=O)[CH:11]=[CH:10][N:9]=2)[S:5][CH:6]=1.C(N(CC)CC)C.C([Cl:36])(=O)OCC.[NH2:37][CH2:38][CH2:39][C:40]1[N:44]=[CH:43][NH:42][CH:41]=1. The catalyst is C1COCC1. The product is [ClH:36].[ClH:36].[NH:42]1[CH:41]=[C:40]([CH2:39][CH2:38][NH:37][C:17](=[O:19])[C:16]2[CH:20]=[CH:21][CH:22]=[CH:23][C:15]=2[O:14][C:12]2[CH:11]=[CH:10][N:9]=[C:8]([NH:7][C:4]3[S:5][CH:6]=[C:2]([CH3:1])[N:3]=3)[CH:13]=2)[N:44]=[CH:43]1. The yield is 0.552. (3) The reactants are [Cl:1][C:2]1[CH:3]=[C:4]([CH:12]([CH2:16][CH:17]2[CH2:21][CH2:20][CH2:19][CH2:18]2)[C:13]([OH:15])=O)[CH:5]=[CH:6][C:7]=1[S:8]([CH3:11])(=[O:10])=[O:9].C(Cl)(=O)C(Cl)=O.[NH2:28][C:29]1[CH:34]=[CH:33][N:32]=[C:31]([CH3:35])[N:30]=1.N1C=CC=CC=1. The catalyst is C(Cl)Cl.CN(C)C=O.O. The product is [Cl:1][C:2]1[CH:3]=[C:4]([CH:12]([CH2:16][CH:17]2[CH2:21][CH2:20][CH2:19][CH2:18]2)[C:13]([NH:28][C:29]2[CH:34]=[CH:33][N:32]=[C:31]([CH3:35])[N:30]=2)=[O:15])[CH:5]=[CH:6][C:7]=1[S:8]([CH3:11])(=[O:9])=[O:10]. The yield is 0.250. (4) The catalyst is C1(C)C=CC=CC=1. The yield is 0.610. The product is [Cl:9][CH2:10][CH2:11][NH:12][C:13]([NH:1][C:2]1[CH:7]=[CH:6][N:5]=[C:4]([Cl:8])[CH:3]=1)=[O:14]. The reactants are [NH2:1][C:2]1[CH:7]=[CH:6][N:5]=[C:4]([Cl:8])[CH:3]=1.[Cl:9][CH2:10][CH2:11][N:12]=[C:13]=[O:14]. (5) The reactants are [CH3:1][O:2][C:3]1[CH:4]=[CH:5][C:6]2[O:10][C:9]([C:11]([OH:13])=O)=[CH:8][C:7]=2[CH:14]=1.[CH3:15][CH:16]([CH3:22])[CH2:17][CH:18]([NH2:21])[CH2:19][CH3:20]. No catalyst specified. The product is [CH3:1][O:2][C:3]1[CH:4]=[CH:5][C:6]2[O:10][C:9]([C:11]([NH:21][CH:18]([CH2:17][CH:16]([CH3:22])[CH3:15])[CH2:19][CH3:20])=[O:13])=[CH:8][C:7]=2[CH:14]=1. The yield is 0.670. (6) The reactants are F[P-](F)(F)(F)(F)F.N1(OC(N(C)C)=[N+](C)C)C2N=CC=CC=2N=N1.[C:25]([O:29][C:30]([NH:32][C:33]1([C:48](O)=[O:49])[CH2:38][CH2:37][N:36]([C:39]2[C:40]3[CH:47]=[CH:46][NH:45][C:41]=3[N:42]=[CH:43][N:44]=2)[CH2:35][CH2:34]1)=[O:31])([CH3:28])([CH3:27])[CH3:26].C(N(CC)C(C)C)(C)C.[NH2:60][C@H:61]([C:67]1[CH:72]=[CH:71][C:70]([Cl:73])=[CH:69][CH:68]=1)[CH2:62][C:63]([O:65][CH3:66])=[O:64]. The catalyst is CN1C(=O)CCC1.CCOC(C)=O. The product is [C:25]([O:29][C:30]([NH:32][C:33]1([C:48]([NH:60][C@H:61]([C:67]2[CH:68]=[CH:69][C:70]([Cl:73])=[CH:71][CH:72]=2)[CH2:62][C:63]([O:65][CH3:66])=[O:64])=[O:49])[CH2:38][CH2:37][N:36]([C:39]2[C:40]3[CH:47]=[CH:46][NH:45][C:41]=3[N:42]=[CH:43][N:44]=2)[CH2:35][CH2:34]1)=[O:31])([CH3:26])([CH3:28])[CH3:27]. The yield is 0.820. (7) The reactants are C[O:2][C:3](=[O:15])[C:4]([CH3:14])([CH3:13])[CH2:5][C:6]1[CH:11]=[CH:10][C:9]([Cl:12])=[CH:8][CH:7]=1.[Li+].[OH-]. The catalyst is C1COCC1.O. The product is [Cl:12][C:9]1[CH:8]=[CH:7][C:6]([CH2:5][C:4]([CH3:14])([CH3:13])[C:3]([OH:15])=[O:2])=[CH:11][CH:10]=1. The yield is 0.600.